From a dataset of Full USPTO retrosynthesis dataset with 1.9M reactions from patents (1976-2016). Predict the reactants needed to synthesize the given product. (1) Given the product [N:17]1[CH:18]=[CH:19][CH:20]=[N:21][C:16]=1[N:14]1[CH2:13][CH2:12][N:11]2[CH2:22][CH:7]([CH2:6][C:23]#[N:24])[CH2:8][CH2:9][CH:10]2[CH2:15]1, predict the reactants needed to synthesize it. The reactants are: CS(O[CH2:6][CH:7]1[CH2:22][N:11]2[CH2:12][CH2:13][N:14]([C:16]3[N:21]=[CH:20][CH:19]=[CH:18][N:17]=3)[CH2:15][CH:10]2[CH2:9][CH2:8]1)(=O)=O.[C-:23]#[N:24].[Na+].C(=O)(O)[O-].[Na+]. (2) Given the product [Cl:1][C:2]1[CH:7]=[CH:6][C:5]([C:8]2[CH:13]=[C:12]([CH:14]([F:15])[F:16])[N:11]3[N:17]=[CH:18][C:19]([C:20]4[O:21][N:31]=[C:29]([C:28]5[CH:33]=[CH:34][C:25]([NH2:24])=[N:26][CH:27]=5)[N:30]=4)=[C:10]3[N:9]=2)=[CH:4][C:3]=1[CH3:23], predict the reactants needed to synthesize it. The reactants are: [Cl:1][C:2]1[CH:7]=[CH:6][C:5]([C:8]2[CH:13]=[C:12]([CH:14]([F:16])[F:15])[N:11]3[N:17]=[CH:18][C:19]([C:20](O)=[O:21])=[C:10]3[N:9]=2)=[CH:4][C:3]=1[CH3:23].[NH2:24][C:25]1[CH:34]=[CH:33][C:28]([C:29]([NH:31]O)=[NH:30])=[CH:27][N:26]=1.